From a dataset of TCR-epitope binding with 47,182 pairs between 192 epitopes and 23,139 TCRs. Binary Classification. Given a T-cell receptor sequence (or CDR3 region) and an epitope sequence, predict whether binding occurs between them. (1) The epitope is GLCTLVAML. The TCR CDR3 sequence is CASSFGATDTQYF. Result: 1 (the TCR binds to the epitope). (2) The epitope is PKYVKQNTLKLAT. The TCR CDR3 sequence is CASSLEGKNIQYF. Result: 0 (the TCR does not bind to the epitope). (3) Result: 1 (the TCR binds to the epitope). The TCR CDR3 sequence is CASSPKQGDSTDTQYF. The epitope is RISNCVADY. (4) The epitope is PKYVKQNTLKLAT. The TCR CDR3 sequence is CASSFSAEATGELFF. Result: 1 (the TCR binds to the epitope). (5) The epitope is GPGHKARVL. The TCR CDR3 sequence is CASSPPGLEQFF. Result: 0 (the TCR does not bind to the epitope). (6) The epitope is RLYYDSMSY. The TCR CDR3 sequence is CASFGDSSYEQYF. Result: 0 (the TCR does not bind to the epitope). (7) The epitope is SFHSLHLLF. The TCR CDR3 sequence is CASSQWGRDRGLNSNQPQHF. Result: 0 (the TCR does not bind to the epitope). (8) The epitope is ALSKGVHFV. The TCR CDR3 sequence is CASSQGLAVYEQYF. Result: 1 (the TCR binds to the epitope). (9) The epitope is NYSGVVTTVMF. The TCR CDR3 sequence is CASSPGTGGAYEQYF. Result: 1 (the TCR binds to the epitope). (10) The epitope is CTELKLSDY. The TCR CDR3 sequence is CASSQTGGSYGYTF. Result: 0 (the TCR does not bind to the epitope).